From a dataset of Reaction yield outcomes from USPTO patents with 853,638 reactions. Predict the reaction yield, written as a fraction of the theoretical maximum amount of product (1.0 means a 100% yield; for example, 0.34 means a 34% yield). (1) The reactants are [CH3:1][O:2][C:3]1[CH:8]=[CH:7][C:6]([N+:9]([O-:11])=[O:10])=[CH:5][C:4]=1[OH:12].[Si:13](Cl)([C:16]([CH3:19])([CH3:18])[CH3:17])([CH3:15])[CH3:14].C(N(C(C)C)C(C)C)C.O. The catalyst is CN(C=O)C. The product is [C:16]([Si:13]([O:12][C:4]1[CH:5]=[C:6]([N+:9]([O-:11])=[O:10])[CH:7]=[CH:8][C:3]=1[O:2][CH3:1])([CH3:15])[CH3:14])([CH3:19])([CH3:18])[CH3:17]. The yield is 0.640. (2) The reactants are N#N.[C:3]([O:7][C:8]([C:10]1([S:23]([C:26]2[CH:31]=[CH:30][C:29](B3OC(C)(C)C(C)(C)O3)=[CH:28][CH:27]=2)(=[O:25])=[O:24])[CH2:15][CH2:14][N:13]([CH2:16][C:17]2[CH:22]=[CH:21][CH:20]=[CH:19][CH:18]=2)[CH2:12][CH2:11]1)=[O:9])([CH3:6])([CH3:5])[CH3:4].C1(N2CCC(S(C3C=CC([C:66]4[CH:71]=[CH:70][C:69]([O:72][C:73]([F:78])([F:77])[CH:74]([F:76])[F:75])=[CH:68][CH:67]=4)=CC=3)(=O)=O)(C(OC(C)(C)C)=O)CC2)CC1.C([O-])([O-])=O.[Na+].[Na+]. The catalyst is C(OCC)(=O)C.C1C=CC(P(C2C=CC=CC=2)[C-]2C=CC=C2)=CC=1.C1C=CC(P(C2C=CC=CC=2)[C-]2C=CC=C2)=CC=1.Cl[Pd]Cl.[Fe+2].C(O)C.C1(C)C=CC=CC=1.O. The product is [CH2:16]([N:13]1[CH2:14][CH2:15][C:10]([S:23]([C:26]2[CH:31]=[CH:30][C:29]([C:66]3[CH:67]=[CH:68][C:69]([O:72][C:73]([F:77])([F:78])[CH:74]([F:76])[F:75])=[CH:70][CH:71]=3)=[CH:28][CH:27]=2)(=[O:25])=[O:24])([C:8]([O:7][C:3]([CH3:5])([CH3:4])[CH3:6])=[O:9])[CH2:11][CH2:12]1)[C:17]1[CH:22]=[CH:21][CH:20]=[CH:19][CH:18]=1. The yield is 0.460. (3) The reactants are Cl[CH2:2][C:3]1[CH:13]=[CH:12][C:6]2[N:7]=[C:8]([S:10][CH3:11])[S:9][C:5]=2[CH:4]=1.[Br:14][C:15]1[N:16]=[CH:17][NH:18][CH:19]=1.C([O-])([O-])=O.[K+].[K+]. The catalyst is CN(C=O)C. The product is [Br:14][C:15]1[N:16]=[CH:17][N:18]([CH2:2][C:3]2[CH:13]=[CH:12][C:6]3[N:7]=[C:8]([S:10][CH3:11])[S:9][C:5]=3[CH:4]=2)[CH:19]=1. The yield is 0.540. (4) The reactants are Cl[CH2:2][C:3]1[N:12]([C:13]2[CH:18]=[CH:17][CH:16]=[CH:15][C:14]=2[Cl:19])[C:11](=[O:20])[C:10]2[C:5](=[CH:6][CH:7]=[CH:8][C:9]=2[F:21])[N:4]=1.[N:22]1[C:30]([NH2:31])=[C:29]2[C:25]([N:26]=[CH:27][NH:28]2)=[N:24][CH:23]=1.C([O-])([O-])=O.[K+].[K+]. The catalyst is CN(C=O)C. The product is [NH2:31][C:30]1[N:22]=[CH:23][N:24]=[C:25]2[C:29]=1[N:28]=[CH:27][N:26]2[CH2:2][C:3]1[N:12]([C:13]2[CH:18]=[CH:17][CH:16]=[CH:15][C:14]=2[Cl:19])[C:11](=[O:20])[C:10]2[C:5](=[CH:6][CH:7]=[CH:8][C:9]=2[F:21])[N:4]=1. The yield is 0.640.